This data is from Reaction yield outcomes from USPTO patents with 853,638 reactions. The task is: Predict the reaction yield, written as a fraction of the theoretical maximum amount of product (1.0 means a 100% yield; for example, 0.34 means a 34% yield). (1) The reactants are [Br:1][C:2]1[CH:10]=[CH:9][C:5]([C:6](O)=[O:7])=[CH:4][N:3]=1.C(N(CC)CC)C.ClC(OCC)=O.[BH4-].[Na+]. The catalyst is O1CCCC1.O. The product is [Br:1][C:2]1[N:3]=[CH:4][C:5]([CH2:6][OH:7])=[CH:9][CH:10]=1. The yield is 0.745. (2) The reactants are O.[F-].C([N+](CCCC)(CCCC)CCCC)CCC.[CH2:20]([N:22]([CH2:54][CH2:55][O:56][Si](CC)(CC)CC)[C:23](=[O:53])[C:24]1[CH:29]=[CH:28][C:27]([C@@H:30]([N:37]2[CH2:42][C@@H:41]([CH3:43])[N:40]([CH2:44][C:45]3[CH:50]=[CH:49][CH:48]=[C:47]([F:51])[CH:46]=3)[CH2:39][C@@H:38]2[CH3:52])[C:31]2[CH:36]=[CH:35][CH:34]=[CH:33][CH:32]=2)=[CH:26][CH:25]=1)[CH3:21]. The catalyst is C1COCC1. The yield is 0.940. The product is [CH2:20]([N:22]([CH2:54][CH2:55][OH:56])[C:23](=[O:53])[C:24]1[CH:29]=[CH:28][C:27]([C@@H:30]([N:37]2[CH2:42][C@@H:41]([CH3:43])[N:40]([CH2:44][C:45]3[CH:50]=[CH:49][CH:48]=[C:47]([F:51])[CH:46]=3)[CH2:39][C@@H:38]2[CH3:52])[C:31]2[CH:32]=[CH:33][CH:34]=[CH:35][CH:36]=2)=[CH:26][CH:25]=1)[CH3:21]. (3) The reactants are [CH2:1]([O:8][CH:9]1[CH2:14][CH2:13][CH2:12][CH2:11][CH:10]1[NH:15][C:16]([CH2:18][N:19]1[C:23]([O:24][CH2:25][C:26]2[CH:31]=[CH:30][CH:29]=[CH:28][C:27]=2[C:32]2[CH:37]=[CH:36][C:35]([C:38]([F:41])([F:40])[F:39])=[CH:34][CH:33]=2)=[CH:22][C:21]([C:42]([NH2:44])=O)=[N:20]1)=[O:17])[C:2]1[CH:7]=[CH:6][CH:5]=[CH:4][CH:3]=1.P(Cl)(Cl)(Cl)=O. The catalyst is N1C=CC=CC=1.C(OCC)(=O)C. The product is [CH2:1]([O:8][CH:9]1[CH2:14][CH2:13][CH2:12][CH2:11][CH:10]1[NH:15][C:16](=[O:17])[CH2:18][N:19]1[C:23]([O:24][CH2:25][C:26]2[CH:31]=[CH:30][CH:29]=[CH:28][C:27]=2[C:32]2[CH:33]=[CH:34][C:35]([C:38]([F:40])([F:41])[F:39])=[CH:36][CH:37]=2)=[CH:22][C:21]([C:42]#[N:44])=[N:20]1)[C:2]1[CH:3]=[CH:4][CH:5]=[CH:6][CH:7]=1. The yield is 0.370. (4) The reactants are [CH2:1]([O:3][CH:4]([O:38][CH2:39][CH3:40])[C:5]1[CH:10]=[CH:9][C:8]([CH:11]2[CH:20]([C:21]3[CH:26]=[CH:25][C:24]([C:27](=[O:31])[N:28]([CH3:30])[CH3:29])=[CH:23][CH:22]=3)[C:19](=O)[C:18]3[C:17]([C:33]([O:35]CC)=O)=[CH:16][CH:15]=[CH:14][C:13]=3[NH:12]2)=[CH:7][CH:6]=1)[CH3:2].O.[NH2:42][NH2:43]. The catalyst is CO. The product is [CH2:1]([O:3][CH:4]([O:38][CH2:39][CH3:40])[C:5]1[CH:10]=[CH:9][C:8]([CH:11]2[NH:12][C:13]3[C:18]4[C:19](=[N:42][NH:43][C:33](=[O:35])[C:17]=4[CH:16]=[CH:15][CH:14]=3)[CH:20]2[C:21]2[CH:26]=[CH:25][C:24]([C:27]([N:28]([CH3:30])[CH3:29])=[O:31])=[CH:23][CH:22]=2)=[CH:7][CH:6]=1)[CH3:2]. The yield is 0.760. (5) The reactants are [OH-].[Na+].[F:3][C:4]1[C:13]([N:14](S(CCC)(=O)=O)[S:15]([CH2:18][CH2:19][CH3:20])(=[O:17])=[O:16])=[CH:12][CH:11]=[C:10]([F:27])[C:5]=1[C:6]([O:8]C)=[O:7]. The catalyst is C1COCC1.CO. The product is [F:3][C:4]1[C:13]([NH:14][S:15]([CH2:18][CH2:19][CH3:20])(=[O:16])=[O:17])=[CH:12][CH:11]=[C:10]([F:27])[C:5]=1[C:6]([OH:8])=[O:7]. The yield is 0.770. (6) The reactants are C[Al](C)C.[NH:5]1[CH2:10][CH2:9][S:8](=[O:12])(=[O:11])[CH2:7][CH2:6]1.C[O:14][C:15](=O)[C:16]1[CH:21]=[CH:20][C:19]([O:22][CH2:23][C:24]2[C:25]([C:33]3[CH:38]=[CH:37][C:36]([F:39])=[CH:35][CH:34]=3)=[N:26][O:27][C:28]=2[C:29]([F:32])([F:31])[F:30])=[N:18][CH:17]=1.O. The catalyst is O1CCOCC1. The product is [O:11]=[S:8]1(=[O:12])[CH2:9][CH2:10][N:5]([C:15]([C:16]2[CH:17]=[N:18][C:19]([O:22][CH2:23][C:24]3[C:25]([C:33]4[CH:34]=[CH:35][C:36]([F:39])=[CH:37][CH:38]=4)=[N:26][O:27][C:28]=3[C:29]([F:30])([F:32])[F:31])=[CH:20][CH:21]=2)=[O:14])[CH2:6][CH2:7]1. The yield is 0.250.